The task is: Regression. Given two drug SMILES strings and cell line genomic features, predict the synergy score measuring deviation from expected non-interaction effect.. This data is from NCI-60 drug combinations with 297,098 pairs across 59 cell lines. (1) Drug 1: CN(C)N=NC1=C(NC=N1)C(=O)N. Drug 2: CC12CCC3C(C1CCC2O)C(CC4=C3C=CC(=C4)O)CCCCCCCCCS(=O)CCCC(C(F)(F)F)(F)F. Cell line: BT-549. Synergy scores: CSS=-2.62, Synergy_ZIP=0.532, Synergy_Bliss=-3.05, Synergy_Loewe=-4.77, Synergy_HSA=-4.59. (2) Drug 1: C1=NC2=C(N=C(N=C2N1C3C(C(C(O3)CO)O)F)Cl)N. Drug 2: CC12CCC3C(C1CCC2O)C(CC4=C3C=CC(=C4)O)CCCCCCCCCS(=O)CCCC(C(F)(F)F)(F)F. Cell line: MDA-MB-435. Synergy scores: CSS=-3.67, Synergy_ZIP=4.19, Synergy_Bliss=4.75, Synergy_Loewe=-2.52, Synergy_HSA=-1.89.